From a dataset of Catalyst prediction with 721,799 reactions and 888 catalyst types from USPTO. Predict which catalyst facilitates the given reaction. (1) Reactant: C([O:8][C:9]1[C:18]2[C:13](=[CH:14][C:15]([O:19][C@H:20]3[CH2:25][CH2:24][C@H:23]([NH:26]C(=O)C)[CH2:22][CH2:21]3)=[CH:16][CH:17]=2)[CH:12]=[CH:11][N:10]=1)C1C=CC=CC=1. Product: [NH2:26][C@H:23]1[CH2:22][CH2:21][C@H:20]([O:19][C:15]2[CH:14]=[C:13]3[C:18](=[CH:17][CH:16]=2)[C:9](=[O:8])[NH:10][CH:11]=[CH:12]3)[CH2:25][CH2:24]1. The catalyst class is: 33. (2) Reactant: [Cl-].[CH2:2]([N+:6]1[CH:10]=[CH:9][N:8]([CH3:11])[CH:7]=1)[CH2:3][CH2:4][CH3:5].[F:12][C:13]([F:25])([S:21]([O-:24])(=[O:23])=[O:22])[CH:14]([F:20])[O:15][C:16]([F:19])([F:18])[F:17].[K+]. Product: [CH2:2]([N+:6]1[CH:10]=[CH:9][N:8]([CH3:11])[CH:7]=1)[CH2:3][CH2:4][CH3:5].[F:25][C:13]([F:12])([S:21]([O-:24])(=[O:23])=[O:22])[CH:14]([F:20])[O:15][C:16]([F:18])([F:17])[F:19]. The catalyst class is: 6.